From a dataset of Full USPTO retrosynthesis dataset with 1.9M reactions from patents (1976-2016). Predict the reactants needed to synthesize the given product. (1) The reactants are: [N+:1]([C:4]1[CH:5]=[C:6]([CH:10]=[CH:11][CH:12]=1)[C:7]([OH:9])=O)([O-:3])=[O:2].[NH2:13][C:14]1[NH:15][C:16]2[CH:22]=[CH:21][CH:20]=[CH:19][C:17]=2[N:18]=1.F[P-](F)(F)(F)(F)F.N1(OC(N(C)C)=[N+](C)C)C2C=CC=CC=2N=N1.O.ON1C2C=CC=CC=2N=N1.CN1CCOCC1. Given the product [N+:1]([C:4]1[CH:5]=[C:6]([CH:10]=[CH:11][CH:12]=1)[C:7]([NH:13][C:14]1[NH:18][C:17]2[CH:19]=[CH:20][CH:21]=[CH:22][C:16]=2[N:15]=1)=[O:9])([O-:3])=[O:2], predict the reactants needed to synthesize it. (2) The reactants are: N1C=CC=CC=1.[NH2:7][C@@H:8]([C:16]([OH:18])=[O:17])[CH2:9][C:10]1[CH:15]=[CH:14][CH:13]=[CH:12][CH:11]=1.C[Si](Cl)(C)C.[C:24](Cl)(=[O:36])[CH2:25][CH2:26][CH2:27][CH2:28][CH2:29][CH2:30][CH2:31][CH2:32][CH2:33][CH2:34][CH3:35]. Given the product [C:24]([NH:7][C@@H:8]([C:16]([OH:18])=[O:17])[CH2:9][C:10]1[CH:15]=[CH:14][CH:13]=[CH:12][CH:11]=1)(=[O:36])[CH2:25][CH2:26][CH2:27][CH2:28][CH2:29][CH2:30][CH2:31][CH2:32][CH2:33][CH2:34][CH3:35], predict the reactants needed to synthesize it. (3) Given the product [C:1]([N:8]1[CH2:12][CH2:11][C@H:10]([N:13]([CH:22]2[CH2:27][CH2:26][C:25]([CH3:29])([CH3:28])[CH2:24][CH2:23]2)[C:14](=[O:21])[C:15]([CH3:19])([CH3:20])[C:16](=[O:18])[CH3:17])[CH2:9]1)([O:3][C:4]([CH3:5])([CH3:6])[CH3:7])=[O:2], predict the reactants needed to synthesize it. The reactants are: [C:1]([N:8]1[CH2:12][CH2:11][C@H:10]([N:13]([CH:22]2[CH2:27][CH2:26][C:25]([CH3:29])([CH3:28])[CH2:24][CH2:23]2)[C:14](=[O:21])[C:15]([CH3:20])([CH3:19])[CH:16]([OH:18])[CH3:17])[CH2:9]1)([O:3][C:4]([CH3:7])([CH3:6])[CH3:5])=[O:2].CC(OI1(OC(C)=O)(OC(C)=O)OC(=O)C2C=CC=CC1=2)=O. (4) Given the product [C:11]([O:15][C:16](=[O:37])[NH:17][CH:18]([C:28]([N:30]1[CH2:35][CH2:34][CH:33]([CH3:36])[CH2:32][CH2:31]1)=[O:29])[CH2:10][CH2:7][C:4]1[CH:3]=[CH:2][N:1]=[CH:6][CH:5]=1)([CH3:14])([CH3:12])[CH3:13], predict the reactants needed to synthesize it. The reactants are: [N:1]1[CH:6]=[CH:5][C:4]([CH:7]([CH3:10])C=O)=[CH:3][CH:2]=1.[C:11]([O:15][C:16](=[O:37])[NH:17][CH:18]([C:28]([N:30]1[CH2:35][CH2:34][CH:33]([CH3:36])[CH2:32][CH2:31]1)=[O:29])CCC1C=CC=CC=1Cl)([CH3:14])([CH3:13])[CH3:12].ClC1C=CC=CC=1C=CC=O. (5) Given the product [ClH:1].[Cl:1][C:2]1[CH:7]=[CH:6][CH:5]=[C:4]([Cl:8])[C:3]=1[C:9]1[CH:19]=[C:18]([CH3:20])[C:12]2[N:13]=[C:14]([NH:17][C:22]3[CH:27]=[CH:26][C:25]([S:28]([NH:31][CH2:32][CH2:33][N:34]4[CH2:35][CH2:36][CH2:37][CH2:38]4)(=[O:30])=[O:29])=[CH:24][CH:23]=3)[N:15]=[N:16][C:11]=2[CH:10]=1, predict the reactants needed to synthesize it. The reactants are: [Cl:1][C:2]1[CH:7]=[CH:6][CH:5]=[C:4]([Cl:8])[C:3]=1[C:9]1[CH:19]=[C:18]([CH3:20])[C:12]2[N:13]=[C:14]([NH2:17])[N:15]=[N:16][C:11]=2[CH:10]=1.Br[C:22]1[CH:27]=[CH:26][C:25]([S:28]([NH:31][CH2:32][CH2:33][N:34]2[CH2:38][CH2:37][CH2:36][CH2:35]2)(=[O:30])=[O:29])=[CH:24][CH:23]=1.C(=O)([O-])[O-].[Cs+].[Cs+].C1(P(C2C=CC=CC=2)C2C3OC4C(=CC=CC=4P(C4C=CC=CC=4)C4C=CC=CC=4)C(C)(C)C=3C=CC=2)C=CC=CC=1. (6) Given the product [CH:21]1([N:19]2[CH:20]=[C:16]([C:15]3[C:6]([O:5][CH:3]4[CH2:2][N:1]([CH:30]([CH3:32])[CH3:29])[CH2:4]4)=[C:7]4[C:12](=[CH:13][CH:14]=3)[N:11]([C:24]([O:26][CH3:27])=[O:25])[C@@H:10]([CH3:28])[CH2:9][CH2:8]4)[CH:17]=[N:18]2)[CH2:22][CH2:23]1, predict the reactants needed to synthesize it. The reactants are: [NH:1]1[CH2:4][CH:3]([O:5][C:6]2[C:15]([C:16]3[CH:17]=[N:18][N:19]([CH:21]4[CH2:23][CH2:22]4)[CH:20]=3)=[CH:14][CH:13]=[C:12]3[C:7]=2[CH2:8][CH2:9][C@H:10]([CH3:28])[N:11]3[C:24]([O:26][CH3:27])=[O:25])[CH2:2]1.[CH3:29][C:30]([CH3:32])=O.